From a dataset of Full USPTO retrosynthesis dataset with 1.9M reactions from patents (1976-2016). Predict the reactants needed to synthesize the given product. (1) Given the product [CH3:1][O:2][C:3](=[O:20])[C:4]1[CH:9]=[C:8]([F:10])[CH:7]=[CH:6][C:5]=1[C:22]1[N:27]=[CH:26][CH:25]=[CH:24][N:23]=1, predict the reactants needed to synthesize it. The reactants are: [CH3:1][O:2][C:3](=[O:20])[C:4]1[CH:9]=[C:8]([F:10])[CH:7]=[CH:6][C:5]=1B1OC(C)(C)C(C)(C)O1.Cl[C:22]1[N:27]=[CH:26][CH:25]=[CH:24][N:23]=1.C(=O)([O-])[O-].[Na+].[Na+]. (2) Given the product [CH3:4][C:3]1[N:12]=[C:11]([NH:10][C:7](=[O:9])[CH3:8])[NH:13][C:2]=1[CH3:6], predict the reactants needed to synthesize it. The reactants are: Br[CH:2]([CH3:6])[C:3](=O)[CH3:4].[C:7]([NH:10][C:11]([NH2:13])=[NH:12])(=[O:9])[CH3:8].